Dataset: Reaction yield outcomes from USPTO patents with 853,638 reactions. Task: Predict the reaction yield, written as a fraction of the theoretical maximum amount of product (1.0 means a 100% yield; for example, 0.34 means a 34% yield). The reactants are [NH2:1][C:2]1[S:3][CH:4]=[C:5]2[C:10]=1[C:9](=[O:11])[N:8]([C:12]1[CH:17]=[CH:16][C:15]([O:18][CH3:19])=[CH:14][CH:13]=1)[N:7]=[C:6]2[C:20]([OH:22])=O.F[P-](F)(F)(F)(F)F.N1(O[P+](N(C)C)(N(C)C)N(C)C)C2C=CC=CC=2N=N1.[Cl-].[F:51][CH2:52][CH2:53][NH3+:54].CCN(C(C)C)C(C)C. The catalyst is CS(C)=O. The product is [NH2:1][C:2]1[S:3][CH:4]=[C:5]2[C:10]=1[C:9](=[O:11])[N:8]([C:12]1[CH:17]=[CH:16][C:15]([O:18][CH3:19])=[CH:14][CH:13]=1)[N:7]=[C:6]2[C:20]([NH:54][CH2:53][CH2:52][F:51])=[O:22]. The yield is 0.580.